Dataset: Catalyst prediction with 721,799 reactions and 888 catalyst types from USPTO. Task: Predict which catalyst facilitates the given reaction. (1) Reactant: [NH4+].[N:2]#[C:3][S-:4].[Cl:5][C:6]1[CH:12]=[CH:11][C:9]([NH2:10])=[CH:8][CH:7]=1. Product: [Cl:5][C:6]1[CH:12]=[CH:11][C:9]([NH:10][C:3]([NH2:2])=[S:4])=[CH:8][CH:7]=1. The catalyst class is: 126. (2) Reactant: Cl[C:2]1[C:11]([C:12]([OH:14])=[O:13])=[CH:10][C:9]2[C:4](=[CH:5][CH:6]=[C:7]([Cl:15])[CH:8]=2)[N:3]=1.[NH2:16][C@@H:17]([CH2:24][C:25]1[CH:30]=[CH:29][CH:28]=[CH:27][CH:26]=1)[C:18]([NH:20][CH2:21][CH2:22][OH:23])=[O:19]. Product: [Cl:15][C:7]1[CH:8]=[C:9]2[C:4](=[CH:5][CH:6]=1)[N:3]=[C:2]([NH:16][C@H:17]([C:18](=[O:19])[NH:20][CH2:21][CH2:22][OH:23])[CH2:24][C:25]1[CH:30]=[CH:29][CH:28]=[CH:27][CH:26]=1)[C:11]([C:12]([OH:14])=[O:13])=[CH:10]2. The catalyst class is: 16.